Dataset: Reaction yield outcomes from USPTO patents with 853,638 reactions. Task: Predict the reaction yield, written as a fraction of the theoretical maximum amount of product (1.0 means a 100% yield; for example, 0.34 means a 34% yield). (1) The reactants are [CH3:1][O:2][C:3]1[CH:36]=[C:35]([O:37][CH3:38])[CH:34]=[CH:33][C:4]=1[CH2:5][N:6]1[C:26]2[C:15]3=[CH:16][C:17]4[CH:18]=[C:19]([CH2:24][OH:25])[N:20]([CH3:23])[C:21]=4[CH:22]=[C:14]3[CH:13]([CH3:27])[CH2:12][CH2:11][C:10]=2[C:9]([OH:28])=[C:8]([C:29]([OH:31])=[O:30])[C:7]1=[O:32]. The catalyst is C(Cl)Cl.O=[Mn]=O. The product is [CH3:1][O:2][C:3]1[CH:36]=[C:35]([O:37][CH3:38])[CH:34]=[CH:33][C:4]=1[CH2:5][N:6]1[C:26]2[C:15]3=[CH:16][C:17]4[CH:18]=[C:19]([CH:24]=[O:25])[N:20]([CH3:23])[C:21]=4[CH:22]=[C:14]3[CH:13]([CH3:27])[CH2:12][CH2:11][C:10]=2[C:9]([OH:28])=[C:8]([C:29]([OH:31])=[O:30])[C:7]1=[O:32]. The yield is 0.680. (2) The reactants are N[C:2]1[CH:3]=[CH:4][C:5]([C:12]2[CH:17]=[CH:16][CH:15]=[CH:14][CH:13]=2)=[C:6]2[C:10]=1[C:9](=[O:11])[NH:8][CH2:7]2.[I-:18].[K+].II.N(OC(C)(C)C)=O.S([O-])([O-])(=O)=S.[Na+].[Na+]. The catalyst is C(#N)C.[Cu](I)I. The product is [I:18][C:2]1[CH:3]=[CH:4][C:5]([C:12]2[CH:17]=[CH:16][CH:15]=[CH:14][CH:13]=2)=[C:6]2[C:10]=1[C:9](=[O:11])[NH:8][CH2:7]2. The yield is 0.610. (3) The reactants are C[Si]([N-][Si](C)(C)C)(C)C.[Li+].[CH3:11][C:12]1[C:21](=[O:22])[CH2:20][CH2:19][CH:18]2[C:13]=1[CH2:14][CH2:15][N:16]([C:23]([O:25][C:26]([CH3:29])([CH3:28])[CH3:27])=[O:24])[CH2:17]2.Cl[Si](C)(C)C.C([O-])([O-])=O.[Na+].[Na+].[F-].C([N+](CCCC)(CCCC)CCCC)CCC. The catalyst is C1COCC1.CCOCC.C([O-])(=O)C.[Pd+2].C([O-])(=O)C.O. The product is [OH:22][C:21]1[C:12]([CH3:11])=[C:13]2[C:18](=[CH:19][CH:20]=1)[CH2:17][N:16]([C:23]([O:25][C:26]([CH3:28])([CH3:27])[CH3:29])=[O:24])[CH2:15][CH2:14]2. The yield is 0.554. (4) The reactants are [CH:1]([N:14]1[C:22]2[C:17](=[CH:18][C:19]([Cl:23])=[CH:20][CH:21]=2)[C:16]([CH2:24][CH2:25][S:26]([C:29]2[CH:38]=[CH:37][C:32]([C:33]([O:35]C)=[O:34])=[CH:31][CH:30]=2)(=[O:28])=[O:27])=[C:15]1[CH2:39][CH2:40][NH:41][S:42]([CH2:45][C:46]1[CH:51]=[CH:50][CH:49]=[CH:48][C:47]=1[F:52])(=[O:44])=[O:43])([C:8]1[CH:13]=[CH:12][CH:11]=[CH:10][CH:9]=1)[C:2]1[CH:7]=[CH:6][CH:5]=[CH:4][CH:3]=1.C1COCC1.[OH-].[Na+]. The catalyst is CO. The product is [CH:1]([N:14]1[C:22]2[C:17](=[CH:18][C:19]([Cl:23])=[CH:20][CH:21]=2)[C:16]([CH2:24][CH2:25][S:26]([C:29]2[CH:38]=[CH:37][C:32]([C:33]([OH:35])=[O:34])=[CH:31][CH:30]=2)(=[O:28])=[O:27])=[C:15]1[CH2:39][CH2:40][NH:41][S:42]([CH2:45][C:46]1[CH:51]=[CH:50][CH:49]=[CH:48][C:47]=1[F:52])(=[O:43])=[O:44])([C:2]1[CH:3]=[CH:4][CH:5]=[CH:6][CH:7]=1)[C:8]1[CH:13]=[CH:12][CH:11]=[CH:10][CH:9]=1. The yield is 0.990.